From a dataset of Kinase inhibitor bioactivity data combining Ki, Kd, and IC50 measurements. Regression. Given a target protein amino acid sequence and a drug SMILES string, predict the binding affinity score between them. We predict KIBA score (integrated kinase binding score). Dataset: kiba. (1) The drug is Cc1cc(-c2ccccc2)n(-c2cc(NN=Cc3ccco3)ncn2)n1. The target protein (Q9Y6M4) has sequence MENKKKDKDKSDDRMARPSGRSGHNTRGTGSSSSGVLMVGPNFRVGKKIGCGNFGELRLGKNLYTNEYVAIKLEPMKSRAPQLHLEYRFYKQLGSGDGIPQVYYFGPCGKYNAMVLELLGPSLEDLFDLCDRTFSLKTVLMIAIQLISRMEYVHSKNLIYRDVKPENFLIGRPGNKTQQVIHIIDFGLAKEYIDPETKKHIPYREHKSLTGTARYMSINTHLGKEQSRRDDLEALGHMFMYFLRGSLPWQGLKADTLKERYQKIGDTKRATPIEVLCENFPEMATYLRYVRRLDFFEKPDYDYLRKLFTDLFDRKGYMFDYEYDWIGKQLPTPVGAVQQDPALSSNREAHQHRDKMQQSKNQSADHRAAWDSQQANPHHLRAHLAADRHGGSVQVVSSTNGELNTDDPTAGRSNAPITAPTEVEVMDETKCCCFFKRRKRKTIQRHK. The KIBA score is 11.3. (2) The drug is Cc1[nH]nc2ccc(-c3cncc(OCC(N)Cc4ccccc4)c3)cc12. The KIBA score is 11.9. The target protein (Q9H3Y6) has sequence MEPFLRRRLAFLSFFWDKIWPAGGEPDHGTPGSLDPNTDPVPTLPAEPCSPFPQLFLALYDFTARCGGELSVRRGDRLCALEEGGGYIFARRLSGQPSAGLVPITHVAKASPETLSDQPWYFSGVSRTQAQQLLLSPPNEPGAFLIRPSESSLGGYSLSVRAQAKVCHYRVSMAADGSLYLQKGRLFPGLEELLTYYKANWKLIQNPLLQPCMPQKAPRQDVWERPHSEFALGRKLGEGYFGEVWEGLWLGSLPVAIKVIKSANMKLTDLAKEIQTLKGLRHERLIRLHAVCSGGEPVYIVTELMRKGNLQAFLGTPEGRALRLPPLLGFACQVAEGMSYLEEQRVVHRDLAARNVLVDDGLACKVADFGLARLLKDDIYSPSSSSKIPVKWTAPEAANYRVFSQKSDVWSFGVLLHEVFTYGQCPYEGMTNHETLQQIMRGYRLPRPAACPAEVYVLMLECWRSSPEERPSFATLREKLHAIHRCHP. (3) The target protein (P12931) has sequence MGSNKSKPKDASQRRRSLEPAENVHGAGGGAFPASQTPSKPASADGHRGPSAAFAPAAAEPKLFGGFNSSDTVTSPQRAGPLAGGVTTFVALYDYESRTETDLSFKKGERLQIVNNTEGDWWLAHSLSTGQTGYIPSNYVAPSDSIQAEEWYFGKITRRESERLLLNAENPRGTFLVRESETTKGAYCLSVSDFDNAKGLNVKHYKIRKLDSGGFYITSRTQFNSLQQLVAYYSKHADGLCHRLTTVCPTSKPQTQGLAKDAWEIPRESLRLEVKLGQGCFGEVWMGTWNGTTRVAIKTLKPGTMSPEAFLQEAQVMKKLRHEKLVQLYAVVSEEPIYIVTEYMSKGSLLDFLKGETGKYLRLPQLVDMAAQIASGMAYVERMNYVHRDLRAANILVGENLVCKVADFGLARLIEDNEYTARQGAKFPIKWTAPEAALYGRFTIKSDVWSFGILLTELTTKGRVPYPGMVNREVLDQVERGYRMPCPPECPESLHDLMCQ.... The compound is O=c1[nH]c2cnc(-n3cnc4ccc(F)cc43)nc2n1C1CCOc2c(F)cccc21. The KIBA score is 11.8. (4) The compound is COc1ccc2c(c1)CCc1c-2c2c(c3c4ccccc4n(CCO)c13)CNC2=O. The target protein (P80192) has sequence MEPSRALLGCLASAAAAAPPGEDGAGAGAEEEEEEEEEAAAAVGPGELGCDAPLPYWTAVFEYEAAGEDELTLRLGDVVEVLSKDSQVSGDEGWWTGQLNQRVGIFPSNYVTPRSAFSSRCQPGGEDPSCYPPIQLLEIDFAELTLEEIIGIGGFGKVYRAFWIGDEVAVKAARHDPDEDISQTIENVRQEAKLFAMLKHPNIIALRGVCLKEPNLCLVMEFARGGPLNRVLSGKRIPPDILVNWAVQIARGMNYLHDEAIVPIIHRDLKSSNILILQKVENGDLSNKILKITDFGLAREWHRTTKMSAAGTYAWMAPEVIRASMFSKGSDVWSYGVLLWELLTGEVPFRGIDGLAVAYGVAMNKLALPIPSTCPEPFAKLMEDCWNPDPHSRPSFTNILDQLTTIEESGFFEMPKDSFHCLQDNWKHEIQEMFDQLRAKEKELRTWEEELTRAALQQKNQEELLRRREQELAEREIDILERELNIIIHQLCQEKPRVKK.... The KIBA score is 13.0. (5) The small molecule is O=C(NC(CO)c1ccccc1)c1ccc(-c2ccncc2)cc1. The target protein (Q9Y4K4) has sequence MEAPLRPAADILRRNPQQDYELVQRVGSGTYGDVYKARNVHTGELAAVKIIKLEPGDDFSLIQQEIFMVKECKHCNIVAYFGSYLSREKLWICMEYCGGGSLQDIYHVTGPLSELQIAYVCRETLQGLAYLHTKGKMHRDIKGANILLTDHGDVKLADFGVAAKITATIAKRKSFIGTPYWMAPEVAAVEKNGGYNQLCDIWAVGITAIELGELQPPMFDLHPMRALFLMSKSNFQPPKLKDKTKWSSTFHNFVKIALTKNPKKRPTAERLLTHTFVAQPGLSRALAVELLDKVNNPDNHAHYTEADDDDFEPHAIIRHTIRSTNRNARAERTASEINFDKLQFEPPLRKETEARDEMGLSSDPNFMLQWNPFVDGANTGKSTSKRAIPPPLPPKPRISSYPEDNFPDEEKASTIKHCPDSESRAPQILRRQSSPSCGPVAETSSIGNGDGISKLMSENTEGSAQAPQLPRKKDKRDFPKPAINGLPPTPKVLMGACFSK.... The KIBA score is 11.2. (6) The small molecule is Cc1cc(Cl)ccc1NC(=S)NNC(=O)C(O)(c1ccccc1)c1ccccc1. The target protein (Q9H3Y6) has sequence MEPFLRRRLAFLSFFWDKIWPAGGEPDHGTPGSLDPNTDPVPTLPAEPCSPFPQLFLALYDFTARCGGELSVRRGDRLCALEEGGGYIFARRLSGQPSAGLVPITHVAKASPETLSDQPWYFSGVSRTQAQQLLLSPPNEPGAFLIRPSESSLGGYSLSVRAQAKVCHYRVSMAADGSLYLQKGRLFPGLEELLTYYKANWKLIQNPLLQPCMPQKAPRQDVWERPHSEFALGRKLGEGYFGEVWEGLWLGSLPVAIKVIKSANMKLTDLAKEIQTLKGLRHERLIRLHAVCSGGEPVYIVTELMRKGNLQAFLGTPEGRALRLPPLLGFACQVAEGMSYLEEQRVVHRDLAARNVLVDDGLACKVADFGLARLLKDDIYSPSSSSKIPVKWTAPEAANYRVFSQKSDVWSFGVLLHEVFTYGQCPYEGMTNHETLQQIMRGYRLPRPAACPAEVYVLMLECWRSSPEERPSFATLREKLHAIHRCHP. The KIBA score is 11.9. (7) The compound is NCCOc1cncc(C=Cc2ccncc2)c1. The target protein (P08922) has sequence MKNIYCLIPKLVNFATLGCLWISVVQCTVLNSCLKSCVTNLGQQLDLGTPHNLSEPCIQGCHFWNSVDQKNCALKCRESCEVGCSSAEGAYEEEVLENADLPTAPFASSIGSHNMTLRWKSANFSGVKYIIQWKYAQLLGSWTYTKTVSRPSYVVKPLHPFTEYIFRVVWIFTAQLQLYSPPSPSYRTHPHGVPETAPLIRNIESSSPDTVEVSWDPPQFPGGPILGYNLRLISKNQKLDAGTQRTSFQFYSTLPNTIYRFSIAAVNEVGEGPEAESSITTSSSAVQQEEQWLFLSRKTSLRKRSLKHLVDEAHCLRLDAIYHNITGISVDVHQQIVYFSEGTLIWAKKAANMSDVSDLRIFYRGSGLISSISIDWLYQRMYFIMDELVCVCDLENCSNIEEITPPSISAPQKIVADSYNGYVFYLLRDGIYRADLPVPSGRCAEAVRIVESCTLKDFAIKPQAKRIIYFNDTAQVFMSTFLDGSASHLILPRIPFADVK.... The KIBA score is 11.8. (8) The drug is CNc1ncnc2c1N=C(c1ccc(NC(=O)Nc3cccc(C(F)(F)F)c3)cc1)CCN2. The KIBA score is 12.0. The target protein (P04629) has sequence MLRGGRRGQLGWHSWAAGPGSLLAWLILASAGAAPCPDACCPHGSSGLRCTRDGALDSLHHLPGAENLTELYIENQQHLQHLELRDLRGLGELRNLTIVKSGLRFVAPDAFHFTPRLSRLNLSFNALESLSWKTVQGLSLQELVLSGNPLHCSCALRWLQRWEEEGLGGVPEQKLQCHGQGPLAHMPNASCGVPTLKVQVPNASVDVGDDVLLRCQVEGRGLEQAGWILTELEQSATVMKSGGLPSLGLTLANVTSDLNRKNVTCWAENDVGRAEVSVQVNVSFPASVQLHTAVEMHHWCIPFSVDGQPAPSLRWLFNGSVLNETSFIFTEFLEPAANETVRHGCLRLNQPTHVNNGNYTLLAANPFGQASASIMAAFMDNPFEFNPEDPIPVSFSPVDTNSTSGDPVEKKDETPFGVSVAVGLAVFACLFLSTLLLVLNKCGRRNKFGINRPAVLAPEDGLAMSLHFMTLGGSSLSPTEGKGSGLQGHIIENPQYFSDA.... (9) The drug is CCn1c(C)c(-c2ccnc(Nc3cccc(OC)c3)n2)sc1=O. The target protein (Q05513) has sequence MPSRTGPKMEGSGGRVRLKAHYGGDIFITSVDAATTFEELCEEVRDMCRLHQQHPLTLKWVDSEGDPCTVSSQMELEEAFRLARQCRDEGLIIHVFPSTPEQPGLPCPGEDKSIYRRGARRWRKLYRANGHLFQAKRFNRRAYCGQCSERIWGLARQGYRCINCKLLVHKRCHGLVPLTCRKHMDSVMPSQEPPVDDKNEDADLPSEETDGIAYISSSRKHDSIKDDSEDLKPVIDGMDGIKISQGLGLQDFDLIRVIGRGSYAKVLLVRLKKNDQIYAMKVVKKELVHDDEDIDWVQTEKHVFEQASSNPFLVGLHSCFQTTSRLFLVIEYVNGGDLMFHMQRQRKLPEEHARFYAAEICIALNFLHERGIIYRDLKLDNVLLDADGHIKLTDYGMCKEGLGPGDTTSTFCGTPNYIAPEILRGEEYGFSVDWWALGVLMFEMMAGRSPFDIITDNPDMNTEDYLFQVILEKPIRIPRFLSVKASHVLKGFLNKDPKER.... The KIBA score is 11.2. (10) The compound is O=C(NCCCCCCNC(=O)NCc1cccnc1)NCc1cccnc1. The target protein (Q16620) has sequence MSSWIRWHGPAMARLWGFCWLVVGFWRAAFACPTSCKCSASRIWCSDPSPGIVAFPRLEPNSVDPENITEIFIANQKRLEIINEDDVEAYVGLRNLTIVDSGLKFVAHKAFLKNSNLQHINFTRNKLTSLSRKHFRHLDLSELILVGNPFTCSCDIMWIKTLQEAKSSPDTQDLYCLNESSKNIPLANLQIPNCGLPSANLAAPNLTVEEGKSITLSCSVAGDPVPNMYWDVGNLVSKHMNETSHTQGSLRITNISSDDSGKQISCVAENLVGEDQDSVNLTVHFAPTITFLESPTSDHHWCIPFTVKGNPKPALQWFYNGAILNESKYICTKIHVTNHTEYHGCLQLDNPTHMNNGDYTLIAKNEYGKDEKQISAHFMGWPGIDDGANPNYPDVIYEDYGTAANDIGDTTNRSNEIPSTDVTDKTGREHLSVYAVVVIASVVGFCLLVMLFLLKLARHSKFGMKGPASVISNDDDSASPLHHISNGSNTPSSSEGGPDA.... The KIBA score is 11.4.